The task is: Regression. Given a peptide amino acid sequence and an MHC pseudo amino acid sequence, predict their binding affinity value. This is MHC class I binding data.. This data is from Peptide-MHC class I binding affinity with 185,985 pairs from IEDB/IMGT. (1) The peptide sequence is FVRACLRRL. The MHC is HLA-B51:01 with pseudo-sequence HLA-B51:01. The binding affinity (normalized) is 0. (2) The peptide sequence is REIGDISYL. The MHC is HLA-A01:01 with pseudo-sequence HLA-A01:01. The binding affinity (normalized) is 0.0847. (3) The peptide sequence is GEIFGLLGP. The MHC is HLA-B08:02 with pseudo-sequence HLA-B08:02. The binding affinity (normalized) is 0.0847.